From a dataset of Full USPTO retrosynthesis dataset with 1.9M reactions from patents (1976-2016). Predict the reactants needed to synthesize the given product. (1) Given the product [CH2:30]([NH:29][C:23]([C:21]1[CH:20]=[CH:19][C:18]2[N:14]([CH:11]3[CH2:10][CH2:9][N:8]([C:6]([O:5][C:1]([CH3:4])([CH3:2])[CH3:3])=[O:7])[CH2:13][CH2:12]3)[C:15](=[O:26])[NH:16][C:17]=2[CH:22]=1)=[O:24])[CH3:31], predict the reactants needed to synthesize it. The reactants are: [C:1]([O:5][C:6]([N:8]1[CH2:13][CH2:12][CH:11]([N:14]2[C:18]3[CH:19]=[CH:20][C:21]([C:23](O)=[O:24])=[CH:22][C:17]=3[NH:16][C:15]2=[O:26])[CH2:10][CH2:9]1)=[O:7])([CH3:4])([CH3:3])[CH3:2].Cl.C[N:29](C)[CH2:30][CH2:31]CN=C=NCC.O.ON1C2C=CC=CC=2N=N1.C(N)C.O1CCCC1. (2) Given the product [CH3:1][O:2][C:3](=[O:22])[CH2:4][O:5][C:6]1[CH:7]=[CH:8][C:9]2[O:13][C:12]([NH:14][CH:15]3[CH2:20][CH2:19][N:18]([CH2:65][C:64]4[CH:67]=[CH:68][C:69]([O:70][CH3:71])=[C:62]([O:61][CH2:59][CH3:60])[CH:63]=4)[CH2:17][CH2:16]3)=[N:11][C:10]=2[CH:21]=1, predict the reactants needed to synthesize it. The reactants are: [CH3:1][O:2][C:3](=[O:22])[CH2:4][O:5][C:6]1[CH:7]=[CH:8][C:9]2[O:13][C:12]([NH:14][CH:15]3[CH2:20][CH2:19][NH:18][CH2:17][CH2:16]3)=[N:11][C:10]=2[CH:21]=1.C(OC(N1CCC(N(OC)C2OC3C=CC(C(OC)=O)=CC=3N=2)CC1)=O)(C)(C)C.FC(F)(F)C(O)=O.[CH2:59]([O:61][C:62]1[CH:63]=[C:64]([CH:67]=[CH:68][C:69]=1[O:70][CH3:71])[CH:65]=O)[CH3:60].C([BH3-])#N.[Na+].C(N(C(C)C)C(C)C)C.